From a dataset of Full USPTO retrosynthesis dataset with 1.9M reactions from patents (1976-2016). Predict the reactants needed to synthesize the given product. (1) Given the product [F:1][C:2]1[CH2:11][CH2:10][C:9]2[CH2:8][CH2:7][N:6]3[C:12]([C@@H:15]([NH:17][C:19]4[N:27]=[CH:26][N:25]=[C:24]5[C:20]=4[N:21]=[CH:22][NH:23]5)[CH3:16])=[N:13][CH:14]=[C:4]([C:5]=23)[CH:3]=1, predict the reactants needed to synthesize it. The reactants are: [F:1][C:2]1[CH2:11][CH2:10][C:9]2[CH2:8][CH2:7][N:6]3[C:12]([C@@H:15]([NH2:17])[CH3:16])=[N:13][CH:14]=[C:4]([C:5]=23)[CH:3]=1.Cl[C:19]1[N:27]=[CH:26][N:25]=[C:24]2[C:20]=1[N:21]=[CH:22][N:23]2C1CCCCO1.CCN(C(C)C)C(C)C. (2) Given the product [NH2:18][C:10]1[O:11][C:12]([CH3:16])([CH3:17])[C:13]([F:14])([F:15])[C@:8]([C:6]2[CH:7]=[C:2]([NH:1][C:30](=[O:31])[C:29]3[CH:33]=[CH:34][C:26]([O:25][CH2:24][CH:21]4[CH2:22][CH2:23]4)=[N:27][CH:28]=3)[CH:3]=[CH:4][C:5]=2[F:20])([CH3:19])[N:9]=1, predict the reactants needed to synthesize it. The reactants are: [NH2:1][C:2]1[CH:3]=[CH:4][C:5]([F:20])=[C:6]([C@:8]2([CH3:19])[C:13]([F:15])([F:14])[C:12]([CH3:17])([CH3:16])[O:11][C:10]([NH2:18])=[N:9]2)[CH:7]=1.[CH:21]1([CH2:24][O:25][C:26]2[CH:34]=[CH:33][C:29]([C:30](O)=[O:31])=[CH:28][N:27]=2)[CH2:23][CH2:22]1.